This data is from Forward reaction prediction with 1.9M reactions from USPTO patents (1976-2016). The task is: Predict the product of the given reaction. (1) The product is: [Br:11][C:12]1[CH:17]=[CH:16][C:15]([S:18]([NH:6][C@H:5]([C:4]([O:3][CH3:2])=[O:10])[CH:7]([CH3:9])[CH3:8])(=[O:20])=[O:19])=[CH:14][CH:13]=1. Given the reactants Cl.[CH3:2][O:3][C:4](=[O:10])[C@H:5]([CH:7]([CH3:9])[CH3:8])[NH2:6].[Br:11][C:12]1[CH:17]=[CH:16][C:15]([S:18](Cl)(=[O:20])=[O:19])=[CH:14][CH:13]=1.C(N(CC)CC)C, predict the reaction product. (2) Given the reactants Br[C:2]1[S:3][C:4]2[CH:10]=[C:9]([C:11]([NH:13][C:14]3[CH:19]=[CH:18][C:17]([O:20][CH3:21])=[C:16]([O:22][CH3:23])[CH:15]=3)=[O:12])[CH:8]=[CH:7][C:5]=2[N:6]=1.[C:24]([O:28][C:29](=[O:35])[N:30]([CH2:32][CH2:33][NH2:34])[CH3:31])([CH3:27])([CH3:26])[CH3:25].O, predict the reaction product. The product is: [CH3:23][O:22][C:16]1[CH:15]=[C:14]([NH:13][C:11]([C:9]2[CH:8]=[CH:7][C:5]3[N:6]=[C:2]([NH:34][CH2:33][CH2:32][N:30]([CH3:31])[C:29](=[O:35])[O:28][C:24]([CH3:25])([CH3:26])[CH3:27])[S:3][C:4]=3[CH:10]=2)=[O:12])[CH:19]=[CH:18][C:17]=1[O:20][CH3:21]. (3) The product is: [CH3:13][C:14]([CH2:22][CH2:23][CH2:24][CH:25]([CH3:37])[CH2:26][CH2:27][CH2:28][CH:29]([CH3:36])[CH2:30][CH2:31][CH2:32][CH:33]([CH3:35])[CH3:34])=[CH:15][CH2:16][CH2:17][C:18]([O:4][C:3]1[C:2]([O:8][C@H:7]([C@H:9]([CH2:11][OH:12])[OH:10])[C:5]=1[OH:6])=[O:1])=[O:19]. Given the reactants [O:1]=[C:2]1[O:8][C@H:7]([C@H:9]([CH2:11][OH:12])[OH:10])[C:5]([OH:6])=[C:3]1[OH:4].[CH3:13][C:14]([CH2:22][CH2:23][CH2:24][CH:25]([CH3:37])[CH2:26][CH2:27][CH2:28][CH:29]([CH3:36])[CH2:30][CH2:31][CH2:32][CH:33]([CH3:35])[CH3:34])=[CH:15][CH2:16][CH2:17][C:18](OC)=[O:19].O, predict the reaction product. (4) Given the reactants [CH2:1]([N:8]1[CH:12]=[C:11]([CH2:13][OH:14])[C:10]([O:15][CH2:16][C:17]2[CH:22]=[CH:21][C:20]([O:23][CH2:24][C:25]3[N:26]=[C:27]([C:31]4[O:32][CH:33]=[CH:34][CH:35]=4)[O:28][C:29]=3[CH3:30])=[C:19]([O:36][CH2:37][O:38][CH3:39])[CH:18]=2)=[N:9]1)[C:2]1[CH:7]=[CH:6][CH:5]=[CH:4][CH:3]=1, predict the reaction product. The product is: [CH2:1]([N:8]1[CH:12]=[C:11]([CH:13]=[O:14])[C:10]([O:15][CH2:16][C:17]2[CH:22]=[CH:21][C:20]([O:23][CH2:24][C:25]3[N:26]=[C:27]([C:31]4[O:32][CH:33]=[CH:34][CH:35]=4)[O:28][C:29]=3[CH3:30])=[C:19]([O:36][CH2:37][O:38][CH3:39])[CH:18]=2)=[N:9]1)[C:2]1[CH:3]=[CH:4][CH:5]=[CH:6][CH:7]=1. (5) The product is: [F:12][S:8]([F:13])([F:9])([F:10])([F:11])[C:6]1[CH:5]=[C:4]([C:14](=[O:16])[CH3:15])[CH:3]=[C:2]([O:1][CH2:18][CH2:19][O:20][CH:21]2[CH2:26][CH2:25][CH2:24][CH2:23][O:22]2)[CH:7]=1. Given the reactants [OH:1][C:2]1[CH:3]=[C:4]([C:14](=[O:16])[CH3:15])[CH:5]=[C:6]([S:8]([F:13])([F:12])([F:11])([F:10])[F:9])[CH:7]=1.Br[CH2:18][CH2:19][O:20][CH:21]1[CH2:26][CH2:25][CH2:24][CH2:23][O:22]1.[H-].[Na+], predict the reaction product. (6) Given the reactants Cl.[F:2][C:3]1[CH:8]=[CH:7][C:6](/[CH:9]=[CH:10]/[C:11]2[CH:16]=[CH:15][C:14]([S:17]([C:20]3[CH:21]=[C:22]([NH2:26])[CH:23]=[CH:24][CH:25]=3)(=[O:19])=[O:18])=[CH:13][CH:12]=2)=[CH:5][CH:4]=1.C(N(CC)CC)C.[CH2:34]([N:36]=[C:37]=[O:38])[CH3:35], predict the reaction product. The product is: [CH2:34]([NH:36][C:37]([NH:26][C:22]1[CH:23]=[CH:24][CH:25]=[C:20]([S:17]([C:14]2[CH:13]=[CH:12][C:11](/[CH:10]=[CH:9]/[C:6]3[CH:5]=[CH:4][C:3]([F:2])=[CH:8][CH:7]=3)=[CH:16][CH:15]=2)(=[O:19])=[O:18])[CH:21]=1)=[O:38])[CH3:35]. (7) Given the reactants [OH:1][C:2]1[CH:12]=[CH:11][C:5]([C:6]([O:8][CH2:9][CH3:10])=[O:7])=[CH:4][C:3]=1[O:13][CH3:14].C(=O)([O-])[O-].[K+].[K+].CN(C)C=O.Cl[CH2:27][C:28]1[N:29]=[C:30]([C:34]2[CH:39]=[CH:38][CH:37]=[CH:36][CH:35]=2)[O:31][C:32]=1[CH3:33], predict the reaction product. The product is: [CH3:14][O:13][C:3]1[CH:4]=[C:5]([CH:11]=[CH:12][C:2]=1[O:1][CH2:27][C:28]1[N:29]=[C:30]([C:34]2[CH:39]=[CH:38][CH:37]=[CH:36][CH:35]=2)[O:31][C:32]=1[CH3:33])[C:6]([O:8][CH2:9][CH3:10])=[O:7]. (8) The product is: [F:15][C:12]1[CH:11]=[CH:10][C:9]([C:7]2[O:8][C:4]3[CH:3]=[C:2]([NH:1][S:33]([CH3:32])(=[O:35])=[O:34])[C:21]([O:22][CH:23]([CH3:25])[CH3:24])=[CH:20][C:5]=3[C:6]=2[C:16]([O:18][CH3:19])=[O:17])=[CH:14][CH:13]=1. Given the reactants [NH2:1][C:2]1[C:21]([O:22][CH:23]([CH3:25])[CH3:24])=[CH:20][C:5]2[C:6]([C:16]([O:18][CH3:19])=[O:17])=[C:7]([C:9]3[CH:14]=[CH:13][C:12]([F:15])=[CH:11][CH:10]=3)[O:8][C:4]=2[CH:3]=1.N1C=CC=CC=1.[CH3:32][S:33](Cl)(=[O:35])=[O:34], predict the reaction product. (9) The product is: [F:16][C:12]1[CH:11]=[C:10]([C:3]2([C:7]([O:9][CH3:22])=[O:8])[CH2:4][CH2:5][CH2:6][CH2:2]2)[CH:15]=[CH:14][CH:13]=1. Given the reactants C[CH:2]1[CH2:6][CH2:5][CH2:4][C:3]1([C:10]1[CH:15]=[CH:14][CH:13]=[C:12]([F:16])[CH:11]=1)[C:7]([OH:9])=[O:8].S(=O)(=O)(O)O.[C:22](=O)([O-])[O-].[Na+].[Na+], predict the reaction product. (10) Given the reactants [CH3:1][C:2]1[C:3]([N:9]2[CH2:14][CH2:13][N:12]([C:15]([C:17]3[CH:22]=[CH:21][C:20]([N:23]4[CH:27]([CH3:28])[CH2:26][CH2:25][C:24]4=[O:29])=[CH:19][C:18]=3[N:30]3[CH2:34][CH2:33][CH2:32][C:31]3=[O:35])=[O:16])[CH2:11][CH2:10]2)=[N:4][CH:5]=[C:6]([CH3:8])[CH:7]=1.[ClH:36].C(OCC)(=O)C, predict the reaction product. The product is: [ClH:36].[CH3:1][C:2]1[C:3]([N:9]2[CH2:14][CH2:13][N:12]([C:15]([C:17]3[CH:22]=[CH:21][C:20]([N:23]4[CH:27]([CH3:28])[CH2:26][CH2:25][C:24]4=[O:29])=[CH:19][C:18]=3[N:30]3[CH2:34][CH2:33][CH2:32][C:31]3=[O:35])=[O:16])[CH2:11][CH2:10]2)=[N:4][CH:5]=[C:6]([CH3:8])[CH:7]=1.